Dataset: Experimentally validated miRNA-target interactions with 360,000+ pairs, plus equal number of negative samples. Task: Binary Classification. Given a miRNA mature sequence and a target amino acid sequence, predict their likelihood of interaction. The miRNA is hsa-miR-2116-3p with sequence CCUCCCAUGCCAAGAACUCCC. The protein sequence of the target gene is MGYFRCARAGSFGRRRKMEPSTAARAWALFWLLLPLLGAVCASGPRTLVLLDNLNVRETHSLFFRSLKDRGFELTFKTADDPSLSLIKYGEFLYDNLIIFSPSVEDFGGNINVETISAFIDGGGSVLVAASSDIGDPLRELGSECGIEFDEEKTAVIDHHNYDISDLGQHTLIVADTENLLKAPTIVGKSSLNPILFRGVGMVADPDNPLVLDILTGSSTSYSFFPDKPITQYPHAVGKNTLLIAGLQARNNARVIFSGSLDFFSDSFFNSAVQKAAPGSQRYSQTGNYELAVALSRWVF.... Result: 1 (interaction).